Predict the product of the given reaction. From a dataset of Forward reaction prediction with 1.9M reactions from USPTO patents (1976-2016). (1) Given the reactants [NH2:1][C:2]1[N:7]=[C:6]2[S:8][CH:9]=[CH:10][C:5]2=[CH:4][C:3]=1[C:11]#N.[OH-:13].[Na+].[OH2:15], predict the reaction product. The product is: [NH2:1][C:2]1[N:7]=[C:6]2[S:8][CH:9]=[CH:10][C:5]2=[CH:4][C:3]=1[C:11]([OH:15])=[O:13]. (2) Given the reactants CO[C:3](=[O:12])[C:4]1[CH:9]=[C:8](Br)[C:7](Cl)=[N:6][CH:5]=1.[NH:13]1[CH2:17][CH2:16][CH2:15][CH2:14]1.[C:18]([C:20]1[CH:25]=[CH:24][C:23](B(O)O)=[CH:22][CH:21]=1)#[N:19].[NH2:29][C@@H:30]([CH2:35][OH:36])[CH2:31][CH:32]([CH3:34])[CH3:33], predict the reaction product. The product is: [C:18]([C:20]1[CH:25]=[CH:24][C:23]([C:8]2[C:7]([N:13]3[CH2:17][CH2:16][CH2:15][CH2:14]3)=[N:6][CH:5]=[C:4]([CH:9]=2)[C:3]([NH:29][C@@H:30]([CH2:35][OH:36])[CH2:31][CH:32]([CH3:34])[CH3:33])=[O:12])=[CH:22][CH:21]=1)#[N:19]. (3) Given the reactants Br[C:2]1[CH:7]=[CH:6][N:5]=[C:4]([C:8]2[CH2:12][CH2:11][C@@:10]3([CH2:16][CH2:15][NH:14][C:13]3=[O:17])[N:9]=2)[CH:3]=1.[F:18][C:19]([F:30])([F:29])[C:20]1[CH:25]=[CH:24][C:23](B(O)O)=[CH:22][CH:21]=1.C(=O)([O-])[O-].[Na+].[Na+], predict the reaction product. The product is: [F:18][C:19]([F:30])([F:29])[C:20]1[CH:25]=[CH:24][C:23]([C:2]2[CH:7]=[CH:6][N:5]=[C:4]([C:8]3[CH2:12][CH2:11][C@@:10]4([CH2:16][CH2:15][NH:14][C:13]4=[O:17])[N:9]=3)[CH:3]=2)=[CH:22][CH:21]=1.